From a dataset of NCI-60 drug combinations with 297,098 pairs across 59 cell lines. Regression. Given two drug SMILES strings and cell line genomic features, predict the synergy score measuring deviation from expected non-interaction effect. (1) Drug 1: CN(C)C1=NC(=NC(=N1)N(C)C)N(C)C. Synergy scores: CSS=54.9, Synergy_ZIP=1.48, Synergy_Bliss=1.98, Synergy_Loewe=-27.9, Synergy_HSA=0.716. Cell line: COLO 205. Drug 2: CC1C(C(CC(O1)OC2CC(CC3=C2C(=C4C(=C3O)C(=O)C5=CC=CC=C5C4=O)O)(C(=O)C)O)N)O. (2) Cell line: RXF 393. Drug 2: CCC(=C(C1=CC=CC=C1)C2=CC=C(C=C2)OCCN(C)C)C3=CC=CC=C3.C(C(=O)O)C(CC(=O)O)(C(=O)O)O. Drug 1: CN(C)C1=NC(=NC(=N1)N(C)C)N(C)C. Synergy scores: CSS=-7.03, Synergy_ZIP=1.77, Synergy_Bliss=-4.27, Synergy_Loewe=-8.58, Synergy_HSA=-7.79. (3) Drug 1: CC1OCC2C(O1)C(C(C(O2)OC3C4COC(=O)C4C(C5=CC6=C(C=C35)OCO6)C7=CC(=C(C(=C7)OC)O)OC)O)O. Drug 2: CCC1=C2CN3C(=CC4=C(C3=O)COC(=O)C4(CC)O)C2=NC5=C1C=C(C=C5)O. Cell line: NCI/ADR-RES. Synergy scores: CSS=5.43, Synergy_ZIP=-5.64, Synergy_Bliss=-2.12, Synergy_Loewe=-23.8, Synergy_HSA=-2.34. (4) Drug 1: C1=CN(C(=O)N=C1N)C2C(C(C(O2)CO)O)O.Cl. Drug 2: CN(C(=O)NC(C=O)C(C(C(CO)O)O)O)N=O. Cell line: NCI-H322M. Synergy scores: CSS=2.18, Synergy_ZIP=1.66, Synergy_Bliss=2.50, Synergy_Loewe=-3.31, Synergy_HSA=-2.43. (5) Drug 1: CNC(=O)C1=CC=CC=C1SC2=CC3=C(C=C2)C(=NN3)C=CC4=CC=CC=N4. Drug 2: CCC1(CC2CC(C3=C(CCN(C2)C1)C4=CC=CC=C4N3)(C5=C(C=C6C(=C5)C78CCN9C7C(C=CC9)(C(C(C8N6C)(C(=O)OC)O)OC(=O)C)CC)OC)C(=O)OC)O.OS(=O)(=O)O. Cell line: NCI-H522. Synergy scores: CSS=34.2, Synergy_ZIP=0.200, Synergy_Bliss=-0.507, Synergy_Loewe=-17.0, Synergy_HSA=0.207. (6) Drug 1: CC1CCC2CC(C(=CC=CC=CC(CC(C(=O)C(C(C(=CC(C(=O)CC(OC(=O)C3CCCCN3C(=O)C(=O)C1(O2)O)C(C)CC4CCC(C(C4)OC)O)C)C)O)OC)C)C)C)OC. Drug 2: C1CN(P(=O)(OC1)NCCCl)CCCl. Cell line: SK-OV-3. Synergy scores: CSS=12.2, Synergy_ZIP=-2.96, Synergy_Bliss=2.94, Synergy_Loewe=-18.9, Synergy_HSA=-0.0391. (7) Cell line: MDA-MB-231. Drug 2: CN(CC1=CN=C2C(=N1)C(=NC(=N2)N)N)C3=CC=C(C=C3)C(=O)NC(CCC(=O)O)C(=O)O. Synergy scores: CSS=2.33, Synergy_ZIP=-1.45, Synergy_Bliss=-1.72, Synergy_Loewe=-8.06, Synergy_HSA=-1.93. Drug 1: CC1CCC2CC(C(=CC=CC=CC(CC(C(=O)C(C(C(=CC(C(=O)CC(OC(=O)C3CCCCN3C(=O)C(=O)C1(O2)O)C(C)CC4CCC(C(C4)OC)O)C)C)O)OC)C)C)C)OC. (8) Synergy scores: CSS=19.4, Synergy_ZIP=-2.64, Synergy_Bliss=1.65, Synergy_Loewe=-2.94, Synergy_HSA=1.59. Cell line: NCI-H522. Drug 1: CCC1(CC2CC(C3=C(CCN(C2)C1)C4=CC=CC=C4N3)(C5=C(C=C6C(=C5)C78CCN9C7C(C=CC9)(C(C(C8N6C=O)(C(=O)OC)O)OC(=O)C)CC)OC)C(=O)OC)O.OS(=O)(=O)O. Drug 2: C(CC(=O)O)C(=O)CN.Cl. (9) Drug 2: CC1=C2C(C(=O)C3(C(CC4C(C3C(C(C2(C)C)(CC1OC(=O)C(C(C5=CC=CC=C5)NC(=O)OC(C)(C)C)O)O)OC(=O)C6=CC=CC=C6)(CO4)OC(=O)C)O)C)O. Synergy scores: CSS=76.6, Synergy_ZIP=2.78, Synergy_Bliss=0.965, Synergy_Loewe=-2.29, Synergy_HSA=1.89. Cell line: CCRF-CEM. Drug 1: CC1=C2C(C(=O)C3(C(CC4C(C3C(C(C2(C)C)(CC1OC(=O)C(C(C5=CC=CC=C5)NC(=O)OC(C)(C)C)O)O)OC(=O)C6=CC=CC=C6)(CO4)OC(=O)C)OC)C)OC. (10) Drug 1: C1CN1P(=S)(N2CC2)N3CC3. Drug 2: CCC1(C2=C(COC1=O)C(=O)N3CC4=CC5=C(C=CC(=C5CN(C)C)O)N=C4C3=C2)O.Cl. Cell line: NCI/ADR-RES. Synergy scores: CSS=23.9, Synergy_ZIP=-4.84, Synergy_Bliss=5.77, Synergy_Loewe=-5.06, Synergy_HSA=1.30.